From a dataset of Forward reaction prediction with 1.9M reactions from USPTO patents (1976-2016). Predict the product of the given reaction. (1) Given the reactants Cl.Cl.[CH3:3][C:4]1[C:13]2[C:8](=[CH:9][CH:10]=[CH:11][CH:12]=2)[N:7]=[C:6]([C:14]2[CH:19]=[CH:18][CH:17]=[CH:16][C:15]=2[NH2:20])[CH:5]=1.N([O-])=O.[Na+].[N-]=[N+]=[N-].[Na+].C(=O)([O-])[O-].[Na+].[Na+], predict the reaction product. The product is: [CH3:3][C:4]1[C:13]2[CH:12]=[CH:11][CH:10]=[CH:9][C:8]=2[N:7]2[N:20]=[C:15]3[C:14]([CH:19]=[CH:18][CH:17]=[CH:16]3)=[C:6]2[CH:5]=1. (2) Given the reactants Br[C:2]1[C:3]([C:14]([NH:16][CH:17]2[CH2:21][CH2:20][CH2:19][CH2:18]2)=[O:15])=[N:4][O:5][C:6]=1[C:7]1[CH:12]=[CH:11][C:10]([Cl:13])=[CH:9][CH:8]=1.[CH:22]1(B(O)O)[CH2:24][CH2:23]1.C1(P(C2CCCCC2)C2CCCCC2)CCCCC1.P([O-])([O-])([O-])=O.[K+].[K+].[K+], predict the reaction product. The product is: [Cl:13][C:10]1[CH:11]=[CH:12][C:7]([C:6]2[O:5][N:4]=[C:3]([C:14]([NH:16][CH:17]3[CH2:21][CH2:20][CH2:19][CH2:18]3)=[O:15])[C:2]=2[CH:22]2[CH2:24][CH2:23]2)=[CH:8][CH:9]=1.